Predict the reaction yield, written as a fraction of the theoretical maximum amount of product (1.0 means a 100% yield; for example, 0.34 means a 34% yield). From a dataset of Reaction yield outcomes from USPTO patents with 853,638 reactions. (1) The reactants are C([O:3][C:4]([C:6]1[N:7]=[C:8]([C:19]2[CH:24]=[CH:23][CH:22]=[CH:21][CH:20]=2)[S:9][C:10]=1[NH:11][C:12]([O:14][C:15]([CH3:18])([CH3:17])[CH3:16])=[O:13])=[O:5])C.[OH-].[Li+]. The catalyst is C1COCC1.C(O)C. The product is [C:15]([O:14][C:12]([NH:11][C:10]1[S:9][C:8]([C:19]2[CH:20]=[CH:21][CH:22]=[CH:23][CH:24]=2)=[N:7][C:6]=1[C:4]([OH:5])=[O:3])=[O:13])([CH3:18])([CH3:16])[CH3:17]. The yield is 1.00. (2) The reactants are Br[C:2]1[N:6]([CH2:7][O:8][CH2:9][CH2:10][Si:11]([CH3:14])([CH3:13])[CH3:12])[C:5]([C:15]2[C:16]([O:31][CH:32]3[CH2:35][CH2:34][CH2:33]3)=[C:17]3[C:22](=[CH:23][CH:24]=2)[N:21]([C:25]([CH:27]2[CH2:29][CH2:28]2)=[O:26])[C@@H:20]([CH3:30])[CH2:19][CH2:18]3)=[N:4][CH:3]=1.CC1(C)C(C)(C)OB([C:44]2[CH2:49][CH2:48][N:47]([C:50]([O:52][C:53]([CH3:56])([CH3:55])[CH3:54])=[O:51])[CH2:46][CH:45]=2)O1.C(=O)([O-])[O-].[Cs+].[Cs+]. The catalyst is O.O1CCOCC1.C1C=CC(P(C2C=CC=CC=2)[C-]2C=CC=C2)=CC=1.C1C=CC(P(C2C=CC=CC=2)[C-]2C=CC=C2)=CC=1.Cl[Pd]Cl.[Fe+2].ClCCl. The product is [CH:32]1([O:31][C:16]2[C:15]([C:5]3[N:6]([CH2:7][O:8][CH2:9][CH2:10][Si:11]([CH3:13])([CH3:12])[CH3:14])[C:2]([C:44]4[CH2:49][CH2:48][N:47]([C:50]([O:52][C:53]([CH3:56])([CH3:55])[CH3:54])=[O:51])[CH2:46][CH:45]=4)=[CH:3][N:4]=3)=[CH:24][CH:23]=[C:22]3[C:17]=2[CH2:18][CH2:19][C@H:20]([CH3:30])[N:21]3[C:25]([CH:27]2[CH2:29][CH2:28]2)=[O:26])[CH2:35][CH2:34][CH2:33]1. The yield is 0.870.